This data is from Forward reaction prediction with 1.9M reactions from USPTO patents (1976-2016). The task is: Predict the product of the given reaction. Given the reactants [F:1][C:2]([F:17])([F:16])[C:3]([CH:5]1[CH2:14][CH2:13][C:12]2[C:7](=[CH:8][CH:9]=[CH:10][CH:11]=2)[C:6]1=O)=O.[CH:18]1[C:23]([NH:24][NH2:25])=[CH:22][CH:21]=[C:20]([S:26]([NH2:29])(=[O:28])=[O:27])[CH:19]=1.Cl, predict the reaction product. The product is: [F:1][C:2]([F:17])([F:16])[C:3]1[C:5]2[CH2:14][CH2:13][C:12]3[CH:11]=[CH:10][CH:9]=[CH:8][C:7]=3[C:6]=2[N:24]([C:23]2[CH:18]=[CH:19][C:20]([S:26]([NH2:29])(=[O:28])=[O:27])=[CH:21][CH:22]=2)[N:25]=1.